Predict the reactants needed to synthesize the given product. From a dataset of Full USPTO retrosynthesis dataset with 1.9M reactions from patents (1976-2016). Given the product [Si:1]([O:8][CH2:9][CH:10]([C:12]1[N:20]([CH2:21][C@H:22]2[CH2:27][CH2:26][C@H:25]([CH3:28])[CH2:24][CH2:23]2)[C:19]2[C:14](=[N:15][C:16]([C:36]3[NH:39][C:40](=[O:41])[O:38][N:37]=3)=[N:17][C:18]=2[NH:29][C@@H:30]([CH:32]2[CH2:33][CH2:34][CH2:35]2)[CH3:31])[N:13]=1)[OH:11])([C:4]([CH3:7])([CH3:6])[CH3:5])([CH3:3])[CH3:2], predict the reactants needed to synthesize it. The reactants are: [Si:1]([O:8][CH2:9][CH:10]([C:12]1[N:20]([CH2:21][C@H:22]2[CH2:27][CH2:26][C@H:25]([CH3:28])[CH2:24][CH2:23]2)[C:19]2[C:14](=[N:15][C:16]([C:36](=[NH:39])[NH:37][OH:38])=[N:17][C:18]=2[NH:29][C@@H:30]([CH:32]2[CH2:35][CH2:34][CH2:33]2)[CH3:31])[N:13]=1)[OH:11])([C:4]([CH3:7])([CH3:6])[CH3:5])([CH3:3])[CH3:2].[C:40](N1C=CN=C1)(N1C=CN=C1)=[O:41].N12CCCN=C1CCCCC2.